The task is: Predict the reaction yield, written as a fraction of the theoretical maximum amount of product (1.0 means a 100% yield; for example, 0.34 means a 34% yield).. This data is from Reaction yield outcomes from USPTO patents with 853,638 reactions. (1) The reactants are [Cl:1][C:2]1[CH:3]=[N:4][N:5]([CH3:16])[C:6]=1[C:7]1[CH:8]=[C:9]([C:13]([OH:15])=O)[O:10][C:11]=1[CH3:12].[NH2:17][C@@H:18]([CH2:31][C:32]1[CH:37]=[CH:36][CH:35]=[CH:34][C:33]=1[C:38]([F:41])([F:40])[F:39])[CH2:19][N:20]1[C:28](=[O:29])[C:27]2[C:22](=[CH:23][CH:24]=[CH:25][CH:26]=2)[C:21]1=[O:30].C(N(C(C)C)CC)(C)C.F[P-](F)(F)(F)(F)F.Br[P+](N1CCCC1)(N1CCCC1)N1CCCC1. The catalyst is C(Cl)Cl. The product is [Cl:1][C:2]1[CH:3]=[N:4][N:5]([CH3:16])[C:6]=1[C:7]1[CH:8]=[C:9]([C:13]([NH:17][C@@H:18]([CH2:31][C:32]2[CH:37]=[CH:36][CH:35]=[CH:34][C:33]=2[C:38]([F:41])([F:39])[F:40])[CH2:19][N:20]2[C:28](=[O:29])[C:27]3[C:22](=[CH:23][CH:24]=[CH:25][CH:26]=3)[C:21]2=[O:30])=[O:15])[O:10][C:11]=1[CH3:12]. The yield is 0.490. (2) The reactants are [F:1][C:2]1[CH:12]=[CH:11][CH:10]=[C:9]([C:13]([F:16])([F:15])[F:14])[C:3]=1[CH2:4][NH:5][C:6]([NH2:8])=[O:7].[C:17](OC(C)(C)C)(=[O:22])[CH2:18][C:19]([CH3:21])=O.O.C1(C)C=CC(S(O)(=O)=O)=CC=1.CC(O)C. The catalyst is C1(C)C=CC=CC=1. The product is [F:1][C:2]1[CH:12]=[CH:11][CH:10]=[C:9]([C:13]([F:14])([F:15])[F:16])[C:3]=1[CH2:4][N:5]1[C:19]([CH3:21])=[CH:18][C:17](=[O:22])[NH:8][C:6]1=[O:7]. The yield is 0.630.